The task is: Predict the reaction yield, written as a fraction of the theoretical maximum amount of product (1.0 means a 100% yield; for example, 0.34 means a 34% yield).. This data is from Reaction yield outcomes from USPTO patents with 853,638 reactions. (1) The product is [Cl:12][C:13]1[CH:14]=[C:15]([OH:16])[CH:27]=[C:28]([F:30])[C:29]=1[CH:2]=[O:4]. The catalyst is C1COCC1.O. The yield is 0.650. The reactants are C[C:2](C)([O-:4])C.[K+].[Li]CCCC.[Cl:12][C:13]1[CH:14]=[C:15]([CH:27]=[C:28]([F:30])[CH:29]=1)[O:16][Si](C(C)C)(C(C)C)C(C)C.CN(C=O)C. (2) The reactants are B1(B2OC(C)(C)C(C)(C)O2)OC(C)(C)C(C)(C)O1.Br[C:20]1[CH:21]=[CH:22][C:23]([O:37][CH3:38])=[C:24]([S:26]([NH:29][C@H:30]2[CH2:35][CH2:34][C@H:33]([OH:36])[CH2:32][CH2:31]2)(=[O:28])=[O:27])[CH:25]=1.Br[C:40]1[C:45]([C:46]([F:49])([F:48])[F:47])=[CH:44][C:43]([NH:50][C:51]2[N:55]=[C:54]([NH2:56])[NH:53][N:52]=2)=[CH:42][C:41]=1[Cl:57].CN1C(C)(C)CC(SC2C=CC(B3OC(C)(C)C(C)(C)O3)=CC=2)CC1(C)C.C([O-])(=O)C.[K+].C([O-])([O-])=O.[K+].[K+]. The catalyst is O1CCOCC1.COCCOC.C1C=CC([P]([Pd]([P](C2C=CC=CC=2)(C2C=CC=CC=2)C2C=CC=CC=2)([P](C2C=CC=CC=2)(C2C=CC=CC=2)C2C=CC=CC=2)[P](C2C=CC=CC=2)(C2C=CC=CC=2)C2C=CC=CC=2)(C2C=CC=CC=2)C2C=CC=CC=2)=CC=1.C1C=CC(P(C2C=CC=CC=2)[C-]2C=CC=C2)=CC=1.C1C=CC(P(C2C=CC=CC=2)[C-]2C=CC=C2)=CC=1.Cl[Pd]Cl.[Fe+2]. The product is [NH2:56][C:54]1[NH:53][N:52]=[C:51]([NH:50][C:43]2[CH:44]=[C:45]([C:46]([F:47])([F:48])[F:49])[C:40]([C:20]3[CH:21]=[CH:22][C:23]([O:37][CH3:38])=[C:24]([S:26]([NH:29][C@H:30]4[CH2:35][CH2:34][C@H:33]([OH:36])[CH2:32][CH2:31]4)(=[O:28])=[O:27])[CH:25]=3)=[C:41]([Cl:57])[CH:42]=2)[N:55]=1. The yield is 0.110. (3) The reactants are C(Cl)(Cl)Cl.[Br:5][C:6]1[CH:11]=[CH:10][C:9]([CH:12]2[C:16]([OH:17])=[C:15]([C:18]([CH3:20])=[O:19])[CH2:14][S:13]2)=[CH:8][CH:7]=1.S(Cl)(Cl)(=O)=O.O. The catalyst is CC(O)C. The product is [Br:5][C:6]1[CH:7]=[CH:8][C:9]([C:12]2[S:13][CH:14]=[C:15]([C:18]([CH3:20])=[O:19])[C:16]=2[OH:17])=[CH:10][CH:11]=1. The yield is 0.630. (4) The reactants are [NH2:1][C:2]1[CH:3]=[N:4][CH:5]=[CH:6][C:7]=1[C@@H:8]1[O:13][C@H:12]([CH3:14])[C@@:11]([CH3:16])([OH:15])[C@H:10]([OH:17])[CH2:9]1.[CH2:18]([N:25]1[CH:29]=[C:28]([N+:30]([O-:32])=[O:31])[C:27]([C:33](O)=[O:34])=[N:26]1)[C:19]1[CH:24]=[CH:23][CH:22]=[CH:21][CH:20]=1.C1C=NC2N(O)N=NC=2C=1.C(Cl)CCl. The catalyst is CN(C=O)C. The product is [CH2:18]([N:25]1[CH:29]=[C:28]([N+:30]([O-:32])=[O:31])[C:27]([C:33]([NH:1][C:2]2[CH:3]=[N:4][CH:5]=[CH:6][C:7]=2[C@H:8]2[CH2:9][C@@H:10]([OH:17])[C@@:11]([OH:15])([CH3:16])[C@@H:12]([CH3:14])[O:13]2)=[O:34])=[N:26]1)[C:19]1[CH:24]=[CH:23][CH:22]=[CH:21][CH:20]=1. The yield is 0.990. (5) The reactants are OC(C(F)(F)F)=O.[CH:8]([N:11]1[C:15]([C:16]2[S:17][C:18]3[CH2:19][CH2:20][O:21][C:22]4[CH:29]=[C:28]([CH:30]5[CH2:35][CH2:34][NH:33][CH2:32][CH2:31]5)[CH:27]=[CH:26][C:23]=4[C:24]=3[N:25]=2)=[N:14][CH:13]=[N:12]1)([CH3:10])[CH3:9].C(=O)([O-])[O-].[K+].[K+].Br[CH2:43][C:44]([NH:46][CH3:47])=[O:45]. The catalyst is C1COCC1.C(Cl)Cl.O. The product is [CH:8]([N:11]1[C:15]([C:16]2[S:17][C:18]3[CH2:19][CH2:20][O:21][C:22]4[CH:29]=[C:28]([CH:30]5[CH2:35][CH2:34][N:33]([CH2:43][C:44]([NH:46][CH3:47])=[O:45])[CH2:32][CH2:31]5)[CH:27]=[CH:26][C:23]=4[C:24]=3[N:25]=2)=[N:14][CH:13]=[N:12]1)([CH3:10])[CH3:9]. The yield is 0.820. (6) The reactants are [CH2:1]([O:3][C:4]([C:6]1[CH:7]=[N:8][N:9]2[C:14]([OH:15])=[C:13]([C:16]([OH:18])=O)[CH:12]=[N:11][C:10]=12)=[O:5])[CH3:2].[CH3:19][C:20]1([C:26]2[CH:31]=[CH:30][CH:29]=[CH:28][CH:27]=2)[CH2:25][CH2:24][NH:23][CH2:22][CH2:21]1. No catalyst specified. The product is [CH2:1]([O:3][C:4]([C:6]1[CH:7]=[N:8][N:9]2[C:14]([OH:15])=[C:13]([C:16]([N:23]3[CH2:24][CH2:25][C:20]([CH3:19])([C:26]4[CH:31]=[CH:30][CH:29]=[CH:28][CH:27]=4)[CH2:21][CH2:22]3)=[O:18])[CH:12]=[N:11][C:10]=12)=[O:5])[CH3:2]. The yield is 0.690. (7) The reactants are [Br:1][C:2]1[CH:7]=[CH:6][C:5]([C:8](=O)[CH:9](OCC)OCC)=[CH:4][C:3]=1[F:17].[OH-].[K+].C(=O)(O)O.[NH2:24][NH:25][C:26]([NH2:28])=[NH:27].Cl.C(=O)(O)[O-].[Na+]. The catalyst is C(O)C.O. The product is [Br:1][C:2]1[CH:7]=[CH:6][C:5]([C:8]2[N:24]=[N:25][C:26]([NH2:28])=[N:27][CH:9]=2)=[CH:4][C:3]=1[F:17]. The yield is 0.534. (8) The reactants are [CH3:1][C@@H:2]1[N:13]([CH3:14])[C:12](=[O:15])[C@H:11]([CH2:16][C:17](O)=[O:18])[CH2:10][CH:9]=[CH:8][CH2:7][CH2:6][C:5](=[O:20])[O:4][C@@H:3]1[C:21]1[CH:26]=[CH:25][CH:24]=[CH:23][CH:22]=1.[Cl:27][C:28]1[CH:33]=[CH:32][C:31]([CH2:34][NH2:35])=[CH:30][CH:29]=1.CO.C(Cl)Cl. The catalyst is C(Cl)Cl. The product is [Cl:27][C:28]1[CH:33]=[CH:32][C:31]([CH2:34][NH:35][C:17](=[O:18])[CH2:16][C@@H:11]2[CH2:10][CH:9]=[CH:8][CH2:7][CH2:6][C:5](=[O:20])[O:4][C@H:3]([C:21]3[CH:26]=[CH:25][CH:24]=[CH:23][CH:22]=3)[C@H:2]([CH3:1])[N:13]([CH3:14])[C:12]2=[O:15])=[CH:30][CH:29]=1. The yield is 0.610. (9) The reactants are [CH:1]1([N:5]2[C:13]3[C:8](=[CH:9][CH:10]=[C:11]([O:14][CH2:15][CH3:16])[CH:12]=3)[C:7]([C:17]#[N:18])=[C:6]2[C:19]2[CH:24]=[CH:23][C:22]([NH:25][CH2:26][CH3:27])=[CH:21][CH:20]=2)[CH2:4][CH2:3][CH2:2]1.Cl[C:29]([O:31][CH:32]1[CH2:36][CH2:35][CH2:34][CH2:33]1)=[O:30].ClC([O-])=O. The catalyst is N1C=CC=CC=1. The product is [CH:32]1([O:31][C:29](=[O:30])[N:25]([C:22]2[CH:21]=[CH:20][C:19]([C:6]3[N:5]([CH:1]4[CH2:2][CH2:3][CH2:4]4)[C:13]4[C:8]([C:7]=3[C:17]#[N:18])=[CH:9][CH:10]=[C:11]([O:14][CH2:15][CH3:16])[CH:12]=4)=[CH:24][CH:23]=2)[CH2:26][CH3:27])[CH2:36][CH2:35][CH2:34][CH2:33]1. The yield is 0.870.